Dataset: Full USPTO retrosynthesis dataset with 1.9M reactions from patents (1976-2016). Task: Predict the reactants needed to synthesize the given product. (1) Given the product [Br:1][C:2]1[CH:6]=[C:5]2[N:7]=[C:8]([CH3:9])[C:11]([CH2:16][C:17]([O:19][CH3:20])=[O:18])=[C:12]([OH:13])[N:4]2[N:3]=1, predict the reactants needed to synthesize it. The reactants are: [Br:1][C:2]1[CH:6]=[C:5]([NH2:7])[NH:4][N:3]=1.[C:8]([CH:11]([CH2:16][C:17]([O:19][CH3:20])=[O:18])[C:12](OC)=[O:13])(=O)[CH3:9].O.C1(C)C=CC(S(O)(=O)=O)=CC=1. (2) Given the product [Cl:36][C:31]1[CH:32]=[CH:33][CH:34]=[CH:35][C:30]=1[CH:29]([O:28][C:27]1[C:22]([O:21][CH2:20][C:15]2[CH:16]=[CH:17][CH:18]=[CH:19][C:14]=2[Cl:13])=[C:23]([CH:37]([OH:41])[C:38]([OH:40])=[O:39])[CH:24]=[CH:25][CH:26]=1)[CH3:1], predict the reactants needed to synthesize it. The reactants are: [CH:1](NC(C)C)(C)C.C([Li])CCC.[Cl:13][C:14]1[CH:19]=[CH:18][CH:17]=[CH:16][C:15]=1[CH2:20][O:21][C:22]1[C:27]([O:28][CH2:29][C:30]2[CH:35]=[CH:34][CH:33]=[CH:32][C:31]=2[Cl:36])=[CH:26][CH:25]=[CH:24][C:23]=1[CH:37]([OH:41])[C:38]([OH:40])=[O:39].CI. (3) The reactants are: [Br:1][C:2]1[CH:3]=[C:4]([C:14]([OH:16])=O)[C:5]2[CH:6]=[N:7][N:8]([CH:11]([CH3:13])[CH3:12])[C:9]=2[CH:10]=1.OC(C(F)(F)F)=O.[NH2:24][CH2:25][C:26]1[C:27](=[O:39])[NH:28][C:29]([CH3:38])=[CH:30][C:31]=1[CH:32]1[CH2:37][CH2:36][CH2:35][CH2:34][CH2:33]1.ON1C2N=CC=CC=2N=N1.CN1CCOCC1.N1C=CC=CC1=O.C([O-])([O-])=O.[K+].[K+]. Given the product [Br:1][C:2]1[CH:3]=[C:4]([C:14]([NH:24][CH2:25][C:26]2[C:27](=[O:39])[NH:28][C:29]([CH3:38])=[CH:30][C:31]=2[CH:32]2[CH2:37][CH2:36][CH2:35][CH2:34][CH2:33]2)=[O:16])[C:5]2[CH:6]=[N:7][N:8]([CH:11]([CH3:12])[CH3:13])[C:9]=2[CH:10]=1, predict the reactants needed to synthesize it. (4) Given the product [NH2:6][C:30]([C:28]1([C:34]([O:36][CH3:37])=[O:35])[CH2:29][C:27]1([C:22]1[CH:23]=[CH:24][C:25]([Cl:26])=[C:20]([Cl:19])[CH:21]=1)[CH2:38][CH2:39][OH:40])=[O:31], predict the reactants needed to synthesize it. The reactants are: [F-].C([N+:6](CCCC)(CCCC)CCCC)CCC.[Cl:19][C:20]1[CH:21]=[C:22]([C:27]2([CH2:38][CH2:39][O:40][Si](C(C)(C)C)(C3C=CC=CC=3)C3C=CC=CC=3)[CH2:29][C:28]2([C:34]([O:36][CH3:37])=[O:35])[C:30](OC)=[O:31])[CH:23]=[CH:24][C:25]=1[Cl:26].[NH4+].[OH-]. (5) The reactants are: [CH2:1]([NH:3][CH2:4][C:5]1[CH:10]=[CH:9][CH:8]=[CH:7][C:6]=1[NH2:11])[CH3:2].Cl[C:13]1[N:18]=[N:17][C:16]([C:19]([NH2:21])=[O:20])=[CH:15][CH:14]=1.C(N(C(C)C)CC)(C)C. Given the product [CH2:1]([N:3]([C:13]1[N:18]=[N:17][C:16]([C:19]([NH2:21])=[O:20])=[CH:15][CH:14]=1)[CH2:4][C:5]1[CH:10]=[CH:9][CH:8]=[CH:7][C:6]=1[NH2:11])[CH3:2], predict the reactants needed to synthesize it. (6) The reactants are: [Cl:1][C:2]1[CH:3]=[C:4]([NH:17][C:18]2[C:27]3[C:22](=[CH:23][C:24]([O:29][CH2:30][CH3:31])=[C:25]([NH2:28])[CH:26]=3)[N:21]=[CH:20][N:19]=2)[CH:5]=[CH:6][C:7]=1[O:8][CH2:9][C:10]1[CH:15]=[CH:14][CH:13]=[C:12]([F:16])[CH:11]=1.[Br:32][CH2:33]/[CH:34]=[CH:35]/[C:36](Cl)=[O:37]. Given the product [Br:32][CH2:33]/[CH:34]=[CH:35]/[C:36]([NH:28][C:25]1[CH:26]=[C:27]2[C:22](=[CH:23][C:24]=1[O:29][CH2:30][CH3:31])[N:21]=[CH:20][N:19]=[C:18]2[NH:17][C:4]1[CH:5]=[CH:6][C:7]([O:8][CH2:9][C:10]2[CH:15]=[CH:14][CH:13]=[C:12]([F:16])[CH:11]=2)=[C:2]([Cl:1])[CH:3]=1)=[O:37], predict the reactants needed to synthesize it. (7) Given the product [NH2:19][C:12]1[C:13]([C:15]([F:17])([F:18])[F:16])=[CH:14][C:9]([CH2:8][C@@H:2]([NH:1][C:51]([N:30]2[CH2:31][CH2:32][CH:33]([N:36]3[CH2:42][CH2:41][C:40]4[CH:43]=[CH:44][CH:45]=[CH:46][C:39]=4[NH:38][C:37]3=[O:47])[CH2:34][CH2:35]2)=[O:52])[C:3]([O:5][CH2:6][CH3:7])=[O:4])=[CH:10][C:11]=1[Cl:20], predict the reactants needed to synthesize it. The reactants are: [NH2:1][C@H:2]([CH2:8][C:9]1[CH:14]=[C:13]([C:15]([F:18])([F:17])[F:16])[C:12]([NH2:19])=[C:11]([Cl:20])[CH:10]=1)[C:3]([O:5][CH2:6][CH3:7])=[O:4].C(N(C(C)C)C(C)C)C.[NH:30]1[CH2:35][CH2:34][CH:33]([N:36]2[CH2:42][CH2:41][C:40]3[CH:43]=[CH:44][CH:45]=[CH:46][C:39]=3[NH:38][C:37]2=[O:47])[CH2:32][CH2:31]1.CN([CH:51]=[O:52])C. (8) Given the product [C:16]([C:20]1[CH:25]=[CH:24][C:23]([C:11]2[CH:12]=[C:13]3[C:8](=[CH:9][CH:10]=2)[N:7]([C:43]2[CH:48]=[CH:47][C:46]([N:49]([CH3:51])[CH3:50])=[CH:45][CH:44]=2)[C:6]([C:4]([OH:3])=[O:5])=[C:14]3[C:36]2[CH:37]=[CH:38][C:33]([O:32][CH:29]([CH3:31])[CH3:30])=[CH:34][CH:35]=2)=[CH:22][CH:21]=1)([CH3:19])([CH3:18])[CH3:17], predict the reactants needed to synthesize it. The reactants are: C([O:3][C:4]([C:6]1[NH:7][C:8]2[C:13]([CH:14]=1)=[CH:12][C:11](Br)=[CH:10][CH:9]=2)=[O:5])C.[C:16]([C:20]1[CH:25]=[CH:24][C:23](B(O)O)=[CH:22][CH:21]=1)([CH3:19])([CH3:18])[CH3:17].[CH:29]([O:32][C:33]1[CH:38]=[CH:37][C:36](B(O)O)=[CH:35][CH:34]=1)([CH3:31])[CH3:30].Br[C:43]1[CH:48]=[CH:47][C:46]([N:49]([CH3:51])[CH3:50])=[CH:45][CH:44]=1. (9) Given the product [C:1]([O:5][C:6](=[O:27])[NH:7][CH2:8][CH2:9][CH2:10][O:11][C:12]1[CH:17]=[CH:16][CH:15]=[C:14]([C:35]2[N:43]=[CH:42][N:41]=[C:40]3[C:36]=2[N:37]=[CH:38][N:39]3[CH:44]2[CH2:49][CH2:48][CH2:47][CH2:46][O:45]2)[CH:13]=1)([CH3:2])([CH3:3])[CH3:4], predict the reactants needed to synthesize it. The reactants are: [C:1]([O:5][C:6](=[O:27])[NH:7][CH2:8][CH2:9][CH2:10][O:11][C:12]1[CH:17]=[CH:16][CH:15]=[C:14](B2OC(C)(C)C(C)(C)O2)[CH:13]=1)([CH3:4])([CH3:3])[CH3:2].C(=O)([O-])[O-].[K+].[K+].Cl[C:35]1[N:43]=[CH:42][N:41]=[C:40]2[C:36]=1[N:37]=[CH:38][N:39]2[CH:44]1[CH2:49][CH2:48][CH2:47][CH2:46][O:45]1.C(OCC)(=O)C. (10) Given the product [Cl:1][C:2]1[C:3]([C:33]2[C:41]3[C:36](=[CH:37][CH:38]=[CH:39][CH:40]=3)[NH:35][CH:34]=2)=[N:4][C:5]([NH:8][CH:9]2[CH2:14][CH2:13][CH2:12][C:11]([NH:16][C:17]([C:19]3[CH:20]=[CH:21][C:22]([NH:25][C:26](=[O:32])[O:27][C:28]([CH3:31])([CH3:30])[CH3:29])=[CH:23][CH:24]=3)=[O:18])([CH3:15])[CH2:10]2)=[N:6][CH:7]=1, predict the reactants needed to synthesize it. The reactants are: [Cl:1][C:2]1[C:3]([C:33]2[C:41]3[C:36](=[CH:37][CH:38]=[CH:39][CH:40]=3)[N:35](S(C3C=CC=CC=3)(=O)=O)[CH:34]=2)=[N:4][C:5]([NH:8][CH:9]2[CH2:14][CH2:13][CH2:12][C:11]([NH:16][C:17]([C:19]3[CH:24]=[CH:23][C:22]([NH:25][C:26](=[O:32])[O:27][C:28]([CH3:31])([CH3:30])[CH3:29])=[CH:21][CH:20]=3)=[O:18])([CH3:15])[CH2:10]2)=[N:6][CH:7]=1.[OH-].[Na+].